From a dataset of Catalyst prediction with 721,799 reactions and 888 catalyst types from USPTO. Predict which catalyst facilitates the given reaction. (1) Reactant: [Br:1][C:2]1[CH:3]=[CH:4][CH:5]=[C:6]2[C:10]=1[NH:9][C:8]([C:11]([O:13][CH2:14][CH3:15])=[O:12])=[C:7]2[CH2:16][CH2:17][CH2:18][I:19].[C:20]1([P:26]([C:33]2[CH:38]=[CH:37][CH:36]=[CH:35][CH:34]=2)[C:27]2[CH:32]=[CH:31][CH:30]=[CH:29][CH:28]=2)[CH:25]=[CH:24][CH:23]=[CH:22][CH:21]=1. Product: [I-:19].[Br:1][C:2]1[CH:3]=[CH:4][CH:5]=[C:6]2[C:10]=1[NH:9][C:8]([C:11]([O:13][CH2:14][CH3:15])=[O:12])=[C:7]2[CH2:16][CH2:17][CH2:18][P+:26]([C:27]1[CH:28]=[CH:29][CH:30]=[CH:31][CH:32]=1)([C:33]1[CH:38]=[CH:37][CH:36]=[CH:35][CH:34]=1)[C:20]1[CH:21]=[CH:22][CH:23]=[CH:24][CH:25]=1. The catalyst class is: 23. (2) Reactant: [CH:1]1[N:9]=[C:8](Br)[C:7]2[C:3](=[N:4][S:5][N:6]=2)[C:2]=1Br.C([Sn](CCCC)(CCCC)[C:17]1[S:18][CH:19]=[CH:20][CH:21]=1)CCC. Product: [S:18]1[CH:19]=[CH:20][CH:21]=[C:17]1[C:8]1[C:7]2=[N:6][S:5][N:4]=[C:3]2[C:2]([C:19]2[S:18][CH:17]=[CH:21][CH:20]=2)=[CH:1][N:9]=1. The catalyst class is: 206. (3) Reactant: [CH3:1][C:2]1[CH:3]=[C:4]([CH:8]=[CH:9][C:10]=1[C:11]([N:13]1[CH2:17][CH2:16][CH2:15][CH2:14]1)=[O:12])[C:5]([OH:7])=O.CN(C(ON1N=NC2C=CC=CC1=2)=[N+](C)C)C.[B-](F)(F)(F)F.C(N(C(C)C)CC)(C)C.[Cl:49][C:50]1[CH:51]=[C:52]2[C:56](=[CH:57][CH:58]=1)[NH:55][C:54]([CH:59]([NH2:61])[CH3:60])=[CH:53]2.ClCCl.C(O)C.N.ClCl. Product: [Cl:49][C:50]1[CH:51]=[C:52]2[C:56](=[CH:57][CH:58]=1)[NH:55][C:54]([CH:59]([NH:61][C:5](=[O:7])[C:4]1[CH:8]=[CH:9][C:10]([C:11]([N:13]3[CH2:17][CH2:16][CH2:15][CH2:14]3)=[O:12])=[C:2]([CH3:1])[CH:3]=1)[CH3:60])=[CH:53]2. The catalyst class is: 7. (4) Reactant: Br[C:2]1[CH:10]=[C:9]2[C:5]([CH:6]=[N:7][N:8]2[C:11]2[CH:16]=[CH:15][C:14]([F:17])=[CH:13][CH:12]=2)=[CH:4][CH:3]=1.C([O-])(=O)C.[K+].[B:23]1([B:23]2[O:27][C:26]([CH3:29])([CH3:28])[C:25]([CH3:31])([CH3:30])[O:24]2)[O:27][C:26]([CH3:29])([CH3:28])[C:25]([CH3:31])([CH3:30])[O:24]1. Product: [F:17][C:14]1[CH:15]=[CH:16][C:11]([N:8]2[C:9]3[C:5](=[CH:4][CH:3]=[C:2]([B:23]4[O:27][C:26]([CH3:29])([CH3:28])[C:25]([CH3:31])([CH3:30])[O:24]4)[CH:10]=3)[CH:6]=[N:7]2)=[CH:12][CH:13]=1. The catalyst class is: 12. (5) The catalyst class is: 2. Product: [CH2:9]([NH:8][CH2:11][C:12]1[C:13]([CH3:41])=[C:14]([C:18]2[CH:19]=[C:20]3[C:24](=[CH:25][CH:26]=2)[NH:23][N:22]=[C:21]3[C:33]2[NH:34][C:35]([C:38]([OH:40])=[O:39])=[CH:36][N:37]=2)[CH:15]=[N:16][CH:17]=1)[CH3:10]. Reactant: C(OC([N:8]([CH2:11][C:12]1[C:13]([CH3:41])=[C:14]([C:18]2[CH:19]=[C:20]3[C:24](=[CH:25][CH:26]=2)[N:23](C2CCCCO2)[N:22]=[C:21]3[C:33]2[NH:34][C:35]([C:38]([OH:40])=[O:39])=[CH:36][N:37]=2)[CH:15]=[N:16][CH:17]=1)[CH2:9][CH3:10])=O)(C)(C)C. (6) Reactant: [Li+].CC([N-]C(C)C)C.C1CCCCC1.[C:15](#[N:19])[CH:16]([CH3:18])[CH3:17].[Si:20]([O:27][CH2:28][CH2:29][CH2:30]Br)([C:23]([CH3:26])([CH3:25])[CH3:24])([CH3:22])[CH3:21]. Product: [Si:20]([O:27][CH2:28][CH2:29][CH2:30][C:16]([CH3:18])([CH3:17])[C:15]#[N:19])([C:23]([CH3:26])([CH3:25])[CH3:24])([CH3:22])[CH3:21]. The catalyst class is: 1. (7) Reactant: [CH3:1][C:2]1[N:3]([C:29]([O:31][C:32]([CH3:35])([CH3:34])[CH3:33])=[O:30])[C:4]2[CH2:5][C:6]([CH3:28])([CH3:27])[CH2:7][C:8](=[O:26])[C:9]=2[C:10]=1[CH2:11][C:12]1[CH:17]=[CH:16][CH:15]=[CH:14][C:13]=1[S:18]([N:21]1[CH2:25][CH2:24][CH2:23][CH2:22]1)(=[O:20])=[O:19].[Li+].[CH3:37][Si]([N-][Si](C)(C)C)(C)C.CI. Product: [CH3:1][C:2]1[N:3]([C:29]([O:31][C:32]([CH3:35])([CH3:34])[CH3:33])=[O:30])[C:4]2[CH2:5][C:6]([CH3:28])([CH3:27])[CH:7]([CH3:37])[C:8](=[O:26])[C:9]=2[C:10]=1[CH2:11][C:12]1[CH:17]=[CH:16][CH:15]=[CH:14][C:13]=1[S:18]([N:21]1[CH2:25][CH2:24][CH2:23][CH2:22]1)(=[O:20])=[O:19]. The catalyst class is: 1.